Regression. Given two drug SMILES strings and cell line genomic features, predict the synergy score measuring deviation from expected non-interaction effect. From a dataset of NCI-60 drug combinations with 297,098 pairs across 59 cell lines. (1) Drug 1: C1CC(=O)NC(=O)C1N2C(=O)C3=CC=CC=C3C2=O. Drug 2: CCC1(C2=C(COC1=O)C(=O)N3CC4=CC5=C(C=CC(=C5CN(C)C)O)N=C4C3=C2)O.Cl. Cell line: UACC-257. Synergy scores: CSS=0.418, Synergy_ZIP=-4.76, Synergy_Bliss=-10.9, Synergy_Loewe=-15.7, Synergy_HSA=-9.55. (2) Drug 1: CCC1(CC2CC(C3=C(CCN(C2)C1)C4=CC=CC=C4N3)(C5=C(C=C6C(=C5)C78CCN9C7C(C=CC9)(C(C(C8N6C)(C(=O)OC)O)OC(=O)C)CC)OC)C(=O)OC)O. Drug 2: CS(=O)(=O)CCNCC1=CC=C(O1)C2=CC3=C(C=C2)N=CN=C3NC4=CC(=C(C=C4)OCC5=CC(=CC=C5)F)Cl. Cell line: NCIH23. Synergy scores: CSS=66.0, Synergy_ZIP=2.09, Synergy_Bliss=-0.0177, Synergy_Loewe=-9.10, Synergy_HSA=3.62. (3) Drug 1: CNC(=O)C1=NC=CC(=C1)OC2=CC=C(C=C2)NC(=O)NC3=CC(=C(C=C3)Cl)C(F)(F)F. Drug 2: N.N.Cl[Pt+2]Cl. Cell line: K-562. Synergy scores: CSS=6.10, Synergy_ZIP=-3.11, Synergy_Bliss=-6.77, Synergy_Loewe=-37.1, Synergy_HSA=-11.5. (4) Drug 1: C1CCC(CC1)NC(=O)N(CCCl)N=O. Drug 2: CC1=C(C(=CC=C1)Cl)NC(=O)C2=CN=C(S2)NC3=CC(=NC(=N3)C)N4CCN(CC4)CCO. Cell line: HCT116. Synergy scores: CSS=53.1, Synergy_ZIP=-2.06, Synergy_Bliss=-4.03, Synergy_Loewe=0.936, Synergy_HSA=0.505. (5) Drug 1: CN1CCC(CC1)COC2=C(C=C3C(=C2)N=CN=C3NC4=C(C=C(C=C4)Br)F)OC. Drug 2: CC(C1=C(C=CC(=C1Cl)F)Cl)OC2=C(N=CC(=C2)C3=CN(N=C3)C4CCNCC4)N. Cell line: SK-OV-3. Synergy scores: CSS=15.6, Synergy_ZIP=-7.71, Synergy_Bliss=0.0787, Synergy_Loewe=-9.17, Synergy_HSA=0.250. (6) Drug 1: C1=NC2=C(N1)C(=S)N=C(N2)N. Drug 2: C1=NC2=C(N=C(N=C2N1C3C(C(C(O3)CO)O)F)Cl)N. Cell line: OVCAR-5. Synergy scores: CSS=33.2, Synergy_ZIP=-9.63, Synergy_Bliss=-10.2, Synergy_Loewe=-10.0, Synergy_HSA=-6.16.